Dataset: Peptide-MHC class I binding affinity with 185,985 pairs from IEDB/IMGT. Task: Regression. Given a peptide amino acid sequence and an MHC pseudo amino acid sequence, predict their binding affinity value. This is MHC class I binding data. (1) The peptide sequence is MQGAVDINR. The MHC is HLA-A68:01 with pseudo-sequence HLA-A68:01. The binding affinity (normalized) is 0.460. (2) The peptide sequence is AFLILPQAK. The MHC is HLA-A24:02 with pseudo-sequence HLA-A24:02. The binding affinity (normalized) is 0.0574. (3) The peptide sequence is MGKTITDVK. The MHC is HLA-B57:01 with pseudo-sequence HLA-B57:01. The binding affinity (normalized) is 0.0847. (4) The peptide sequence is CLIQKALFM. The MHC is HLA-A02:03 with pseudo-sequence HLA-A02:03. The binding affinity (normalized) is 0.282. (5) The peptide sequence is YIITCCLFA. The MHC is HLA-A24:03 with pseudo-sequence HLA-A24:03. The binding affinity (normalized) is 0.0847. (6) The peptide sequence is TILEYLYIMR. The MHC is HLA-A11:01 with pseudo-sequence HLA-A11:01. The binding affinity (normalized) is 0.295. (7) The peptide sequence is ALRANSAVK. The MHC is HLA-A02:06 with pseudo-sequence HLA-A02:06. The binding affinity (normalized) is 0. (8) The peptide sequence is FPVTPQVPLR. The MHC is HLA-B44:02 with pseudo-sequence HLA-B44:02. The binding affinity (normalized) is 0.